Predict the reactants needed to synthesize the given product. From a dataset of Full USPTO retrosynthesis dataset with 1.9M reactions from patents (1976-2016). Given the product [OH:2][C:3]1[CH:4]=[C:5]2[C:10](=[CH:11][C:12]=1[CH3:13])[N:9]=[CH:8][N:7]=[CH:6]2, predict the reactants needed to synthesize it. The reactants are: C[O:2][C:3]1[CH:4]=[C:5]2[C:10](=[CH:11][C:12]=1[CH3:13])[N:9]=[CH:8][N:7]=[CH:6]2.C[S-].[Na+].